Task: Predict the reactants needed to synthesize the given product.. Dataset: Full USPTO retrosynthesis dataset with 1.9M reactions from patents (1976-2016) Given the product [CH3:10][C:11]1[C:16]([N+:1]([O-:4])=[O:2])=[C:15]([OH:17])[CH:14]=[CH:13][N:12]=1, predict the reactants needed to synthesize it. The reactants are: [N+:1]([O-:4])(O)=[O:2].S(=O)(=O)(O)O.[CH3:10][C:11]1[CH:16]=[C:15]([OH:17])[CH:14]=[CH:13][N:12]=1.C(=O)([O-])[O-].[Na+].[Na+].